From a dataset of Full USPTO retrosynthesis dataset with 1.9M reactions from patents (1976-2016). Predict the reactants needed to synthesize the given product. (1) Given the product [C@@H:10]12[CH2:9][C@@H:5]1[CH2:6][N:8]([CH2:6][CH2:5][CH2:9][CH2:10][O:11][C:12]1[CH:24]=[CH:23][C:15]([C:16]([N:18]([CH2:19][CH3:20])[CH2:21][CH3:22])=[O:17])=[CH:14][CH:13]=1)[CH2:2]2, predict the reactants needed to synthesize it. The reactants are: O[C:2]1[CH:10]=[CH:9][C:5]([C:6]([NH2:8])=O)=CC=1.[OH:11][C:12]1[CH:24]=[CH:23][C:15]([C:16]([N:18]([CH2:21][CH3:22])[CH2:19][CH3:20])=[O:17])=[CH:14][CH:13]=1. (2) Given the product [CH3:1][N:2]1[C:11]2[C:6](=[CH:7][N:8]=[C:9]([CH3:12])[CH:10]=2)[CH:5]=[C:4]([C:13]2[CH:14]=[C:15]([CH:21]=[CH:22][C:23]=2[CH3:24])[C:16]([NH:18][C:19](=[O:20])[NH:26][C:27]2[CH:32]=[CH:31][CH:30]=[CH:29][CH:28]=2)=[O:17])[C:3]1=[O:25], predict the reactants needed to synthesize it. The reactants are: [CH3:1][N:2]1[C:11]2[C:6](=[CH:7][N:8]=[C:9]([CH3:12])[CH:10]=2)[CH:5]=[C:4]([C:13]2[CH:14]=[C:15]([CH:21]=[CH:22][C:23]=2[CH3:24])[C:16]([N:18]=[C:19]=[O:20])=[O:17])[C:3]1=[O:25].[NH2:26][C:27]1[CH:32]=[CH:31][CH:30]=[CH:29][CH:28]=1. (3) Given the product [Cl:28][CH2:29][C:30]1[N:26]=[C:25]([CH:11]2[CH2:12][CH:13]([C:15]3[CH:20]=[CH:19][C:18]([C:21]([F:22])([F:23])[F:24])=[CH:17][CH:16]=3)[CH2:14][N:9]([C:7]([N:1]3[CH2:6][CH2:5][O:4][CH2:3][CH2:2]3)=[O:8])[CH2:10]2)[S:27][CH:31]=1, predict the reactants needed to synthesize it. The reactants are: [N:1]1([C:7]([N:9]2[CH2:14][CH:13]([C:15]3[CH:20]=[CH:19][C:18]([C:21]([F:24])([F:23])[F:22])=[CH:17][CH:16]=3)[CH2:12][CH:11]([C:25](=[S:27])[NH2:26])[CH2:10]2)=[O:8])[CH2:6][CH2:5][O:4][CH2:3][CH2:2]1.[Cl:28][CH2:29][C:30](=O)[CH2:31]Cl. (4) Given the product [CH3:49][CH2:48][NH:50][C:51]([N:18]([C:19]([C@H:21]1[CH2:22][N:23]([CH2:37][CH:38]=[CH2:39])[C@H:24]2[C@@H:34]([C:33]3[C:36]4[C:26]([CH2:25]2)=[CH:27][NH:28][C:29]=4[CH:30]=[CH:31][CH:32]=3)[CH2:35]1)=[O:20])[CH2:17][CH2:16][CH2:15][N:14]([CH3:13])[CH3:40])=[O:52], predict the reactants needed to synthesize it. The reactants are: FC(F)(F)S(O[Si](C)(C)C)(=O)=O.[CH3:13][N:14]([CH3:40])[CH2:15][CH2:16][CH2:17][NH:18][C:19]([C@@H:21]1[CH2:35][C@H:34]2[C@@H:24]([CH2:25][C:26]3[C:36]4[C:29](=[CH:30][CH:31]=[CH:32][C:33]2=4)[NH:28][CH:27]=3)[N:23]([CH2:37][CH:38]=[CH2:39])[CH2:22]1)=[O:20].C(N(CC)CC)C.[CH2:48]([N:50]=[C:51]=[O:52])[CH3:49].[F-].C([N+](CCCC)(CCCC)CCCC)CCC.C1COCC1. (5) Given the product [CH3:1][O:2][C:3]([C:5]1[C:6]([C:18]2[CH:23]=[CH:22][CH:21]=[CH:20][CH:19]=2)=[CH:7][C:8]([N:11]2[CH2:12][CH2:13][CH:14]([O:17][CH2:25][C:26]3[C:27]([C:34]4[C:35]([Cl:41])=[CH:36][CH:37]=[CH:38][C:39]=4[Cl:40])=[N:28][O:29][C:30]=3[CH:31]3[CH2:33][CH2:32]3)[CH2:15][CH2:16]2)=[CH:9][CH:10]=1)=[O:4], predict the reactants needed to synthesize it. The reactants are: [CH3:1][O:2][C:3]([C:5]1[C:6]([C:18]2[CH:23]=[CH:22][CH:21]=[CH:20][CH:19]=2)=[CH:7][C:8]([N:11]2[CH2:16][CH2:15][CH:14]([OH:17])[CH2:13][CH2:12]2)=[CH:9][CH:10]=1)=[O:4].Br[CH2:25][C:26]1[C:27]([C:34]2[C:39]([Cl:40])=[CH:38][CH:37]=[CH:36][C:35]=2[Cl:41])=[N:28][O:29][C:30]=1[CH:31]1[CH2:33][CH2:32]1.[H-].[Na+].